This data is from Reaction yield outcomes from USPTO patents with 853,638 reactions. The task is: Predict the reaction yield, written as a fraction of the theoretical maximum amount of product (1.0 means a 100% yield; for example, 0.34 means a 34% yield). (1) The reactants are F[C:2]1[CH:7]=[C:6]([O:8][CH3:9])[CH:5]=[CH:4][C:3]=1[C:10]1[NH:19][C:18](=[O:20])[C:17]2[C:12](=[CH:13][C:14]([O:23][CH3:24])=[CH:15][C:16]=2[O:21][CH3:22])[N:11]=1.[O:25]1[CH2:30][CH2:29][N:28]([CH2:31][CH2:32][CH2:33][NH2:34])[CH2:27][CH2:26]1.C[Si]([N-][Si](C)(C)C)(C)C.[Li+]. The catalyst is C1COCC1.O. The product is [CH3:22][O:21][C:16]1[CH:15]=[C:14]([O:23][CH3:24])[CH:13]=[C:12]2[C:17]=1[C:18](=[O:20])[NH:19][C:10]([C:3]1[CH:4]=[CH:5][C:6]([O:8][CH3:9])=[CH:7][C:2]=1[NH:34][CH2:33][CH2:32][CH2:31][N:28]1[CH2:29][CH2:30][O:25][CH2:26][CH2:27]1)=[N:11]2. The yield is 0.240. (2) The reactants are [F:1][C:2]1[CH:3]=[C:4]([CH:8]=[CH:9][C:10]=1[S:11]([CH3:14])(=[O:13])=[O:12])[C:5]([OH:7])=[O:6].[N+:15]([O-])([OH:17])=[O:16]. The catalyst is OS(O)(=O)=O. The product is [F:1][C:2]1[C:10]([S:11]([CH3:14])(=[O:13])=[O:12])=[CH:9][C:8]([N+:15]([O-:17])=[O:16])=[C:4]([CH:3]=1)[C:5]([OH:7])=[O:6]. The yield is 0.770. (3) The reactants are [OH:1][C:2]1[CH:3]=[CH:4][C:5]2[N:9]=[C:8]([CH2:10][O:11][C:12]3[CH:13]=[C:14]([CH:19]=[CH:20][CH:21]=3)[C:15]([O:17][CH3:18])=[O:16])[N:7]([CH3:22])[C:6]=2[CH:23]=1.[Br:24][C:25]1[C:26](F)=[N:27][CH:28]=[CH:29][CH:30]=1.N1C2C(=CC=C3C=2N=CC=C3)C=CC=1.C(=O)([O-])[O-].[Cs+].[Cs+]. The catalyst is [Cu](I)I.CN(C=O)C. The product is [Br:24][C:25]1[C:26]([O:1][C:2]2[CH:3]=[CH:4][C:5]3[N:9]=[C:8]([CH2:10][O:11][C:12]4[CH:13]=[C:14]([CH:19]=[CH:20][CH:21]=4)[C:15]([O:17][CH3:18])=[O:16])[N:7]([CH3:22])[C:6]=3[CH:23]=2)=[N:27][CH:28]=[CH:29][CH:30]=1. The yield is 0.470.